From a dataset of Forward reaction prediction with 1.9M reactions from USPTO patents (1976-2016). Predict the product of the given reaction. (1) The product is: [NH2:24][C:12]1[CH:11]=[C:10]([CH:15]=[CH:14][C:13]=1[S:16][C:17]1[CH:22]=[CH:21][C:20]([OH:23])=[CH:19][CH:18]=1)[C:9]([NH:8][C:5]1[CH:6]=[CH:7][C:2]([Br:1])=[CH:3][CH:4]=1)=[O:27]. Given the reactants [Br:1][C:2]1[CH:7]=[CH:6][C:5]([NH:8][C:9](=[O:27])[C:10]2[CH:15]=[CH:14][C:13]([S:16][C:17]3[CH:22]=[CH:21][C:20]([OH:23])=[CH:19][CH:18]=3)=[C:12]([N+:24]([O-])=O)[CH:11]=2)=[CH:4][CH:3]=1.[NH4+].[Cl-], predict the reaction product. (2) Given the reactants [Cl:1][C:2]1[CH:19]=[CH:18][C:17]([Cl:20])=[CH:16][C:3]=1[CH2:4][N:5]1[CH2:10][CH2:9][NH:8][C:7]2[N:11]=[CH:12][C:13](I)=[CH:14][C:6]1=2.[CH3:21][N:22]([CH3:26])[CH2:23][C:24]#[CH:25], predict the reaction product. The product is: [Cl:1][C:2]1[CH:19]=[CH:18][C:17]([Cl:20])=[CH:16][C:3]=1[CH2:4][N:5]1[CH2:10][CH2:9][NH:8][C:7]2[N:11]=[CH:12][C:13]([C:25]#[C:24][CH2:23][N:22]([CH3:26])[CH3:21])=[CH:14][C:6]1=2.